From a dataset of Catalyst prediction with 721,799 reactions and 888 catalyst types from USPTO. Predict which catalyst facilitates the given reaction. (1) Reactant: [OH:1][CH2:2][C@H:3]1[CH2:8][CH2:7][C@H:6]([NH:9][C:10](=[O:16])[O:11][C:12]([CH3:15])([CH3:14])[CH3:13])[CH2:5][C@@H:4]1[O:17][CH3:18].[CH3:19][S:20](Cl)(=[O:22])=[O:21]. Product: [CH3:19][S:20]([O:1][CH2:2][C@H:3]1[CH2:8][CH2:7][C@H:6]([NH:9][C:10]([O:11][C:12]([CH3:13])([CH3:14])[CH3:15])=[O:16])[CH2:5][C@@H:4]1[O:17][CH3:18])(=[O:22])=[O:21]. The catalyst class is: 4. (2) Reactant: [NH:1]1[C@H:14]2[C@H:5]([CH2:6][CH2:7][C:8]3[C:13]2=[N:12][CH:11]=[CH:10][CH:9]=3)[CH2:4][CH2:3][CH2:2]1.Cl[CH2:16][C:17]1[N:18]=[C:19]2[CH:24]=[CH:23][CH:22]=[C:21]([F:25])[N:20]2[CH:26]=1.C(=O)([O-])[O-].[K+].[K+].[I-].[K+]. Product: [F:25][C:21]1[N:20]2[CH:26]=[C:17]([CH2:16][N:12]3[C@H:13]4[C@H:8]([CH2:7][CH2:6][C:5]5[C:14]4=[N:1][CH:2]=[CH:3][CH:4]=5)[CH2:9][CH2:10][CH2:11]3)[N:18]=[C:19]2[CH:24]=[CH:23][CH:22]=1. The catalyst class is: 10.